Dataset: Catalyst prediction with 721,799 reactions and 888 catalyst types from USPTO. Task: Predict which catalyst facilitates the given reaction. (1) Reactant: [Br:1][C:2]1[CH:3]=[C:4]([N+:12]([O-:14])=[O:13])[C:5]2[N:9]=[C:8]([CH3:10])[NH:7][C:6]=2[CH:11]=1.Br[CH2:16][C:17]1[CH:22]=[CH:21][CH:20]=[C:19]([Cl:23])[C:18]=1[Cl:24].C([O-])([O-])=O.[K+].[K+]. Product: [Br:1][C:2]1[CH:3]=[C:4]([N+:12]([O-:14])=[O:13])[C:5]2[N:9]=[C:8]([CH3:10])[N:7]([CH2:16][C:17]3[CH:22]=[CH:21][CH:20]=[C:19]([Cl:23])[C:18]=3[Cl:24])[C:6]=2[CH:11]=1. The catalyst class is: 3. (2) Product: [C:20]([C:23]1[CH:27]=[C:26]([C:28]([NH:1][C@H:2]([CH2:18][CH3:19])[CH2:3][N:4]2[CH:8]=[CH:7][C:6]([C:9]3[CH:16]=[CH:15][C:12]([C:13]#[N:14])=[C:11]([Cl:17])[CH:10]=3)=[N:5]2)=[O:29])[NH:25][N:24]=1)(=[O:22])[CH3:21]. The catalyst class is: 2. Reactant: [NH2:1][C@H:2]([CH2:18][CH3:19])[CH2:3][N:4]1[CH:8]=[CH:7][C:6]([C:9]2[CH:16]=[CH:15][C:12]([C:13]#[N:14])=[C:11]([Cl:17])[CH:10]=2)=[N:5]1.[C:20]([C:23]1[CH:27]=[C:26]([C:28](O)=[O:29])[NH:25][N:24]=1)(=[O:22])[CH3:21].CCN(C(C)C)C(C)C.C1C=CC2N(O)N=NC=2C=1.CCN=C=NCCCN(C)C. (3) Reactant: [CH3:1][O:2][C:3](=[O:13])[C@@H:4]([NH2:12])[CH2:5][CH:6]1[CH2:11][CH2:10][CH2:9][CH2:8][CH2:7]1.C(N(CC)C(C)C)(C)C.C([O:25][C:26](=O)/[CH:27]=[C:28](/[O:31][C:32]1[CH:37]=[CH:36][CH:35]=[CH:34][C:33]=1[S:38][CH3:39])\[CH2:29]Br)C. Product: [CH3:1][O:2][C:3](=[O:13])[C@@H:4]([N:12]1[CH2:29][C:28]([O:31][C:32]2[CH:37]=[CH:36][CH:35]=[CH:34][C:33]=2[S:38][CH3:39])=[CH:27][C:26]1=[O:25])[CH2:5][CH:6]1[CH2:11][CH2:10][CH2:9][CH2:8][CH2:7]1. The catalyst class is: 9. (4) Reactant: [C:1]([O:5][C:6](=[O:29])[N:7]([CH2:18][C:19]1[CH:24]=[CH:23][C:22]([CH2:25][NH2:26])=[CH:21][C:20]=1[CH2:27][OH:28])[CH:8]1[C:17]2[N:16]=[CH:15][CH:14]=[CH:13][C:12]=2[CH2:11][CH2:10][CH2:9]1)([CH3:4])([CH3:3])[CH3:2].[CH3:30][C:31](OC(C)=O)=[O:32].CCN(CC)CC.N#N. Product: [C:1]([O:5][C:6](=[O:29])[N:7]([CH2:18][C:19]1[CH:24]=[CH:23][C:22]([CH2:25][NH:26][C:31](=[O:32])[CH3:30])=[CH:21][C:20]=1[CH2:27][OH:28])[CH:8]1[C:17]2[N:16]=[CH:15][CH:14]=[CH:13][C:12]=2[CH2:11][CH2:10][CH2:9]1)([CH3:4])([CH3:2])[CH3:3]. The catalyst class is: 2. (5) Reactant: [N:1]1[CH:6]=[CH:5][C:4]([C:7]2([CH2:12][C:13]([OH:15])=O)[NH:11][CH:10]=[CH:9][S:8]2)=[CH:3][CH:2]=1.[NH2:16][C:17]1[CH:24]=[CH:23][CH:22]=[CH:21][C:18]=1[CH:19]=[O:20].C(Cl)CCl.CCN(C(C)C)C(C)C.ON1C2N=CC=CC=2N=N1. Product: [CH:19]([C:18]1[CH:21]=[CH:22][CH:23]=[CH:24][C:17]=1[NH:16][C:13](=[O:15])[CH2:12][C:7]1([C:4]2[CH:3]=[CH:2][N:1]=[CH:6][CH:5]=2)[NH:11][CH:10]=[CH:9][S:8]1)=[O:20]. The catalyst class is: 2. (6) Reactant: Br[C:2]1[NH:3][C:4]2[N:5]([N:12]=[CH:13][C:14]=2[C:15]#[N:16])[C:6](=[O:11])[C:7]=1[CH:8]([CH3:10])[CH3:9].[C:17]1([OH:23])[CH:22]=[CH:21][CH:20]=[CH:19][CH:18]=1.CN[C@@H]1CCCC[C@H]1NC.[O-]P([O-])([O-])=O.[K+].[K+].[K+]. Product: [CH:8]([C:7]1[C:6](=[O:11])[N:5]2[N:12]=[CH:13][C:14]([C:15]#[N:16])=[C:4]2[NH:3][C:2]=1[O:23][C:17]1[CH:22]=[CH:21][CH:20]=[CH:19][CH:18]=1)([CH3:10])[CH3:9]. The catalyst class is: 156. (7) Reactant: [N+:1]([C:4]1[CH:9]=[C:8]([CH2:10][N:11]2[CH2:16][CH2:15][N:14]([C:17]3[CH:22]=[CH:21][CH:20]=[CH:19][CH:18]=3)[CH2:13][CH2:12]2)[CH:7]=[CH:6][C:5]=1[CH2:23][NH:24][C:25](=[O:27])[CH3:26])([O-])=O.O.O.NN. Product: [NH2:1][C:4]1[CH:9]=[C:8]([CH2:10][N:11]2[CH2:12][CH2:13][N:14]([C:17]3[CH:22]=[CH:21][CH:20]=[CH:19][CH:18]=3)[CH2:15][CH2:16]2)[CH:7]=[CH:6][C:5]=1[CH2:23][NH:24][C:25](=[O:27])[CH3:26]. The catalyst class is: 171.